Dataset: Peptide-MHC class I binding affinity with 185,985 pairs from IEDB/IMGT. Task: Regression. Given a peptide amino acid sequence and an MHC pseudo amino acid sequence, predict their binding affinity value. This is MHC class I binding data. (1) The peptide sequence is NTSQRGIL. The MHC is HLA-A02:01 with pseudo-sequence HLA-A02:01. The binding affinity (normalized) is 0.186. (2) The MHC is HLA-A31:01 with pseudo-sequence HLA-A31:01. The peptide sequence is RILTIPQSL. The binding affinity (normalized) is 0.0282. (3) The peptide sequence is SEIQLTDYGA. The MHC is HLA-B44:02 with pseudo-sequence HLA-B44:02. The binding affinity (normalized) is 0.537. (4) The peptide sequence is SLVKESMASL. The MHC is HLA-A02:01 with pseudo-sequence HLA-A02:01. The binding affinity (normalized) is 0.282. (5) The peptide sequence is SQLPPACPV. The MHC is HLA-A23:01 with pseudo-sequence HLA-A23:01. The binding affinity (normalized) is 0.0847. (6) The peptide sequence is NSSYWRQGY. The MHC is HLA-B38:01 with pseudo-sequence HLA-B38:01. The binding affinity (normalized) is 0.0847. (7) The peptide sequence is NPKTPKYKF. The MHC is HLA-A11:01 with pseudo-sequence HLA-A11:01. The binding affinity (normalized) is 0.234. (8) The peptide sequence is VTCAAYYFMK. The MHC is HLA-A11:01 with pseudo-sequence HLA-A11:01. The binding affinity (normalized) is 0.821. (9) The peptide sequence is IAFVFAEL. The MHC is H-2-Kb with pseudo-sequence H-2-Kb. The binding affinity (normalized) is 0.656.